Dataset: Forward reaction prediction with 1.9M reactions from USPTO patents (1976-2016). Task: Predict the product of the given reaction. (1) Given the reactants O[C:2]1[CH:12]=[CH:11][C:5]([C:6]([O:8][CH2:9][CH3:10])=[O:7])=[C:4]([CH3:13])[N:3]=1.P(Cl)(Cl)([Cl:16])=O, predict the reaction product. The product is: [Cl:16][C:2]1[CH:12]=[CH:11][C:5]([C:6]([O:8][CH2:9][CH3:10])=[O:7])=[C:4]([CH3:13])[N:3]=1. (2) Given the reactants [F:1][C:2]([F:7])([CH3:6])[C:3](O)=[O:4].C(N(C(C)C)CC)(C)C.C(Cl)(=O)OCC(C)C.[F:25][C:26]1[CH:31]=[C:30]([S:32]([CH3:35])(=[O:34])=[O:33])[CH:29]=[CH:28][C:27]=1[NH:36][C@H:37]1[CH2:41][CH2:40][N:39]([CH:42]2[CH2:47][CH2:46][N:45]([C:48](=[NH:51])[NH:49]O)[CH2:44][CH2:43]2)[C:38]1=[O:52], predict the reaction product. The product is: [F:1][C:2]([C:3]1[O:4][N:49]=[C:48]([N:45]2[CH2:44][CH2:43][CH:42]([N:39]3[CH2:40][CH2:41][C@H:37]([NH:36][C:27]4[CH:28]=[CH:29][C:30]([S:32]([CH3:35])(=[O:33])=[O:34])=[CH:31][C:26]=4[F:25])[C:38]3=[O:52])[CH2:47][CH2:46]2)[N:51]=1)([F:7])[CH3:6]. (3) Given the reactants [CH:1]([C:3]1[CH:4]=[CH:5][C:6]([CH3:13])=[C:7]([CH:12]=1)[C:8]([O:10][CH3:11])=[O:9])=[O:2].[OH:14]OS([O-])=O.[K+].O.Cl, predict the reaction product. The product is: [CH3:11][O:10][C:8]([C:7]1[CH:12]=[C:3]([CH:4]=[CH:5][C:6]=1[CH3:13])[C:1]([OH:14])=[O:2])=[O:9].